From a dataset of Peptide-MHC class I binding affinity with 185,985 pairs from IEDB/IMGT. Regression. Given a peptide amino acid sequence and an MHC pseudo amino acid sequence, predict their binding affinity value. This is MHC class I binding data. (1) The peptide sequence is VAYLGAFL. The MHC is H-2-Db with pseudo-sequence H-2-Db. The binding affinity (normalized) is 0.294. (2) The peptide sequence is TTAEFTVPK. The MHC is HLA-B57:01 with pseudo-sequence HLA-B57:01. The binding affinity (normalized) is 0.0847.